This data is from Forward reaction prediction with 1.9M reactions from USPTO patents (1976-2016). The task is: Predict the product of the given reaction. (1) Given the reactants [ClH:1].[NH2:2][C@@H:3]1[CH2:5][C@H:4]1[C:6]1[CH:7]=[C:8]([CH:20]=[CH:21][CH:22]=1)[C:9]([NH:11][CH:12]1[CH2:17][CH2:16][C:15]([F:19])([F:18])[CH2:14][CH2:13]1)=[O:10].C(OC(N[C@@H:31]1[CH2:33][C@H:32]1[C:34]1C=C(C=CC=1)C(OC)=O)=O)(C)(C)C.C(=O)([O-])O.[Na+].[BH4-].[Na+].C(OC(OC(C)(C)C)=O)(OC(C)(C)C)=O, predict the reaction product. The product is: [ClH:1].[CH:32]1([CH2:34][NH:2][C@@H:3]2[CH2:5][C@H:4]2[C:6]2[CH:7]=[C:8]([CH:20]=[CH:21][CH:22]=2)[C:9]([NH:11][CH:12]2[CH2:13][CH2:14][C:15]([F:18])([F:19])[CH2:16][CH2:17]2)=[O:10])[CH2:33][CH2:31]1. (2) Given the reactants [CH:1]1([NH:7][C:8](=[N:15][CH:16]2[CH2:21][CH2:20][CH2:19][CH2:18][CH2:17]2)[O:9][N:10]=[C:11]([CH2:13][CH3:14])[CH3:12])[CH2:6][CH2:5][CH2:4][CH2:3][CH2:2]1.C(N(CC)CC)C.[C:29](Cl)(=[O:36])[C:30]1[CH:35]=[CH:34][CH:33]=[CH:32][CH:31]=1, predict the reaction product. The product is: [C:29]([N:15]([CH:16]1[CH2:17][CH2:18][CH2:19][CH2:20][CH2:21]1)[C:8](=[N:7][CH:1]1[CH2:2][CH2:3][CH2:4][CH2:5][CH2:6]1)[O:9][N:10]=[C:11]([CH2:13][CH3:14])[CH3:12])(=[O:36])[C:30]1[CH:35]=[CH:34][CH:33]=[CH:32][CH:31]=1. (3) Given the reactants [N:1]1([CH:6]2[CH2:11][CH2:10][N:9]([C:12]3[CH:13]=[C:14]([C:18]4[C:19]([NH2:23])=[N:20][NH:21][CH:22]=4)[CH:15]=[CH:16][CH:17]=3)[CH2:8][CH2:7]2)[CH2:5][CH2:4][CH2:3][CH2:2]1.[F:24][C:25]1[CH:30]=[CH:29][C:28]([CH:31]([C:34](=O)[CH3:35])[C:32]#[N:33])=[CH:27][CH:26]=1, predict the reaction product. The product is: [F:24][C:25]1[CH:26]=[CH:27][C:28]([C:31]2[C:34]([CH3:35])=[N:23][C:19]3[N:20]([N:21]=[CH:22][C:18]=3[C:14]3[CH:15]=[CH:16][CH:17]=[C:12]([N:9]4[CH2:8][CH2:7][CH:6]([N:1]5[CH2:2][CH2:3][CH2:4][CH2:5]5)[CH2:11][CH2:10]4)[CH:13]=3)[C:32]=2[NH2:33])=[CH:29][CH:30]=1. (4) Given the reactants [CH:1]1([CH2:4][NH:5][C:6]2[C:7]([CH2:25][CH3:26])=[N:8][N:9]3[C:14]([C:15]4[C:20]([CH3:21])=[CH:19][C:18]([CH3:22])=[CH:17][C:16]=4[O:23][CH3:24])=[CH:13][CH:12]=[CH:11][C:10]=23)[CH2:3][CH2:2]1.[O:27]1[CH2:32][CH2:31][CH:30]([CH:33]=O)[CH2:29][CH2:28]1.C(O[BH-](OC(=O)C)OC(=O)C)(=O)C.[Na+].C(=O)([O-])O.[Na+], predict the reaction product. The product is: [CH:1]1([CH2:4][N:5]([C:6]2[C:7]([CH2:25][CH3:26])=[N:8][N:9]3[C:14]([C:15]4[C:20]([CH3:21])=[CH:19][C:18]([CH3:22])=[CH:17][C:16]=4[O:23][CH3:24])=[CH:13][CH:12]=[CH:11][C:10]=23)[CH2:33][CH:30]2[CH2:31][CH2:32][O:27][CH2:28][CH2:29]2)[CH2:2][CH2:3]1. (5) Given the reactants Br[C:2]1[CH:3]=[C:4]([O:14][CH3:15])[C:5]([N:8]2[CH:12]=[C:11]([CH3:13])[N:10]=[CH:9]2)=[N:6][CH:7]=1.C1(C)C=CC=CC=1P(C1C=CC=CC=1C)C1C=CC=CC=1C.C(N(CC)C(C)C)(C)C.[C:47](#[N:50])[CH:48]=[CH2:49], predict the reaction product. The product is: [CH3:15][O:14][C:4]1[CH:3]=[C:2](/[CH:49]=[CH:48]/[C:47]#[N:50])[CH:7]=[N:6][C:5]=1[N:8]1[CH:12]=[C:11]([CH3:13])[N:10]=[CH:9]1. (6) Given the reactants [I:1]N1C(=O)CCC1=O.S(=O)(=O)(O)O.[OH:14][C:15]1[CH:22]=[CH:21][C:18]([C:19]#[N:20])=[CH:17][CH:16]=1, predict the reaction product. The product is: [OH:14][C:15]1[CH:22]=[CH:21][C:18]([C:19]#[N:20])=[CH:17][C:16]=1[I:1]. (7) Given the reactants [N:1]1[C:10]2[C:5](=[CH:6][CH:7]=[CH:8][CH:9]=2)[CH:4]=[CH:3][C:2]=1[CH2:11][O:12][C:13]1[CH:18]=[CH:17][C:16]([C:19]2[C:24]([O:25]C3CCCCO3)=[CH:23][CH:22]=[C:21]([C:32]#[N:33])[CH:20]=2)=[CH:15][CH:14]=1.C1(C)C=CC(S([O-])(=O)=O)=CC=1.[NH+]1C=CC=CC=1, predict the reaction product. The product is: [OH:25][C:24]1[C:19]([C:16]2[CH:15]=[CH:14][C:13]([O:12][CH2:11][C:2]3[CH:3]=[CH:4][C:5]4[C:10](=[CH:9][CH:8]=[CH:7][CH:6]=4)[N:1]=3)=[CH:18][CH:17]=2)=[CH:20][C:21]([C:32]#[N:33])=[CH:22][CH:23]=1.